This data is from Full USPTO retrosynthesis dataset with 1.9M reactions from patents (1976-2016). The task is: Predict the reactants needed to synthesize the given product. Given the product [CH3:30][N:21]1[CH:22]=[C:23]([C:24]2[CH:25]=[CH:26][N:27]=[CH:28][CH:29]=2)[C:19]([C:16]2[CH:17]=[CH:18][C:13]([O:12][CH2:11][C:3]3[N:4]=[C:5]4[CH:6]=[CH:7][CH:8]=[CH:9][N:31]4[CH:35]=3)=[CH:14][CH:15]=2)=[N:20]1, predict the reactants needed to synthesize it. The reactants are: CN1[C:6]2[CH:7]=[CH:8][CH:9]=C[C:5]=2[N:4]=[C:3]1[CH2:11][O:12][C:13]1[CH:18]=[CH:17][C:16]([C:19]2[C:23]([C:24]3[CH:29]=[CH:28][N:27]=[CH:26][CH:25]=3)=[CH:22][N:21]([CH3:30])[N:20]=2)=[CH:15][CH:14]=1.[N:31]1C(CO)=CN2C=CC=C[C:35]=12.